Dataset: Forward reaction prediction with 1.9M reactions from USPTO patents (1976-2016). Task: Predict the product of the given reaction. (1) Given the reactants Cl[C:2]1[N:10]=[CH:9][N:8]=[C:7]2[C:3]=1[N:4]=[C:5]([C:11]1[CH:16]=[CH:15][CH:14]=[C:13]([Cl:17])[CH:12]=1)[NH:6]2.[Si:18]([O:25][C@@H:26]1[C@H:30]([CH2:31][O:32][Si:33]([C:36]([CH3:39])([CH3:38])[CH3:37])([CH3:35])[CH3:34])[CH2:29][C@@H:28]([NH2:40])[CH2:27]1)([C:21]([CH3:24])([CH3:23])[CH3:22])([CH3:20])[CH3:19].C(N(CC)C(C)C)(C)C, predict the reaction product. The product is: [Si:18]([O:25][C@@H:26]1[C@H:30]([CH2:31][O:32][Si:33]([C:36]([CH3:39])([CH3:38])[CH3:37])([CH3:34])[CH3:35])[CH2:29][C@@H:28]([NH:40][C:2]2[N:10]=[CH:9][N:8]=[C:7]3[C:3]=2[N:4]=[C:5]([C:11]2[CH:16]=[CH:15][CH:14]=[C:13]([Cl:17])[CH:12]=2)[NH:6]3)[CH2:27]1)([C:21]([CH3:24])([CH3:23])[CH3:22])([CH3:20])[CH3:19]. (2) Given the reactants C([O:7][CH2:8][C@H:9]([C:15]1[C:40]([CH3:41])=[CH:39][C:18]2[N:19]=[C:20]([C:22]3[CH:27]=[CH:26][N:25]=[C:24]([C:28]4[CH:33]=[CH:32][CH:31]=[C:30]([C:34]5[NH:38][N:37]=[N:36][N:35]=5)[CH:29]=4)[CH:23]=3)[S:21][C:17]=2[C:16]=1[C:42]1[CH:47]=[CH:46][C:45]([Cl:48])=[CH:44][CH:43]=1)[O:10][C:11]([CH3:14])([CH3:13])[CH3:12])(=O)C(C)(C)C.CO.[OH-].[Na+], predict the reaction product. The product is: [NH:38]1[C:34]([C:30]2[CH:29]=[C:28]([C:24]3[CH:23]=[C:22]([C:20]4[S:21][C:17]5[C:16]([C:42]6[CH:47]=[CH:46][C:45]([Cl:48])=[CH:44][CH:43]=6)=[C:15]([C@H:9]([O:10][C:11]([CH3:13])([CH3:12])[CH3:14])[CH2:8][OH:7])[C:40]([CH3:41])=[CH:39][C:18]=5[N:19]=4)[CH:27]=[CH:26][N:25]=3)[CH:33]=[CH:32][CH:31]=2)=[N:35][N:36]=[N:37]1. (3) Given the reactants S(C1C=CC=CC=1)C1C=CC=CC=1.[C:14]1([C:19]2[CH:20]=[C:21]([CH:40]=[CH:41][C:42]=2[O:43][C:44]([F:47])([F:46])[F:45])[CH2:22][O:23][C:24]2[CH:29]=[CH:28][C:27]([C@@H:30]([C:35]3[CH:39]=[CH:38][O:37][N:36]=3)[CH2:31][C:32]([OH:34])=[O:33])=[CH:26][CH:25]=2)[CH2:18][CH2:17][CH2:16][CH:15]=1, predict the reaction product. The product is: [CH:14]1([C:19]2[CH:20]=[C:21]([CH:40]=[CH:41][C:42]=2[O:43][C:44]([F:46])([F:47])[F:45])[CH2:22][O:23][C:24]2[CH:29]=[CH:28][C:27]([C@@H:30]([C:35]3[CH:39]=[CH:38][O:37][N:36]=3)[CH2:31][C:32]([OH:34])=[O:33])=[CH:26][CH:25]=2)[CH2:18][CH2:17][CH2:16][CH2:15]1. (4) Given the reactants [CH2:1]([O:8][NH:9][C:10](=[O:18])[CH2:11][CH2:12][CH2:13][CH2:14][CH2:15][CH2:16]Br)[C:2]1[CH:7]=[CH:6][CH:5]=[CH:4][CH:3]=1.[NH:19]1[C:27]2[C:22]3[C:23](=[CH:28][CH:29]=[CH:30][C:21]=3[C:20]1=[O:31])[CH:24]=[CH:25][CH:26]=2.C(=O)([O-])[O-].[K+].[K+], predict the reaction product. The product is: [CH2:1]([O:8][NH:9][C:10](=[O:18])[CH2:11][CH2:12][CH2:13][CH2:14][CH2:15][CH2:16][N:19]1[C:27]2[C:22]3[C:23](=[CH:28][CH:29]=[CH:30][C:21]=3[C:20]1=[O:31])[CH:24]=[CH:25][CH:26]=2)[C:2]1[CH:7]=[CH:6][CH:5]=[CH:4][CH:3]=1. (5) Given the reactants ClC1C=C(C=CC=1[C:11]1[CH:20]=[CH:19][C:18]2[C:13](=[CH:14][CH:15]=[C:16](O)[CH:17]=2)[N:12]=1)C(O)=O.[CH3:22][O:23][C:24]([C:26]1[CH:31]=[CH:30][C:29](B(O)O)=[CH:28][CH:27]=1)=[O:25].[C:35]([O-:38])([O-])=O.[K+].[K+].Cl.C[N:43](C=O)C, predict the reaction product. The product is: [NH2:43][C:19]1[C:18]2[C:13](=[CH:14][CH:15]=[C:16]([O:38][CH3:35])[CH:17]=2)[N:12]=[C:11]([C:29]2[CH:30]=[CH:31][C:26]([C:24]([O:23][CH3:22])=[O:25])=[CH:27][CH:28]=2)[CH:20]=1. (6) Given the reactants C([O:8][CH2:9][C@H:10]1[CH2:15][N:14]([C:16]([O:18][C:19]([CH3:22])([CH3:21])[CH3:20])=[O:17])[C@H:13]([CH2:23][CH:24]([CH3:26])[CH3:25])[CH2:12][N:11]1[S:27]([C:30]1[CH:35]=[CH:34][C:33]([O:36][CH3:37])=[CH:32][CH:31]=1)(=[O:29])=[O:28])C1C=CC=CC=1, predict the reaction product. The product is: [C:19]([O:18][C:16]([N:14]1[C@H:13]([CH2:23][CH:24]([CH3:26])[CH3:25])[CH2:12][N:11]([S:27]([C:30]2[CH:35]=[CH:34][C:33]([O:36][CH3:37])=[CH:32][CH:31]=2)(=[O:29])=[O:28])[C@@H:10]([CH2:9][OH:8])[CH2:15]1)=[O:17])([CH3:22])([CH3:20])[CH3:21]. (7) Given the reactants [F:1][C:2]1[CH:9]=[C:8]([F:10])[C:7]([F:11])=[CH:6][C:3]=1C#N.C([CH:14]([C:18]([O-:20])=O)[C:15]([O-:17])=[O:16])C.[K+].[K+].Cl.Cl[CH2:25][CH2:26]Cl, predict the reaction product. The product is: [F:1][C:2]1[CH:9]=[C:8]([F:10])[C:7]([F:11])=[CH:6][C:3]=1[C:18]([CH2:14][C:15]([O:17][CH2:25][CH3:26])=[O:16])=[O:20]. (8) Given the reactants [CH:1]1([C:4]2[C:5]([N:25]([S:33]([CH3:36])(=[O:35])=[O:34])[CH2:26][CH2:27][CH2:28]/[C:29](=[N:31]/[OH:32])/[NH2:30])=[CH:6][C:7]3[O:11][C:10]([C:12]4[CH:17]=[CH:16][C:15]([F:18])=[CH:14][CH:13]=4)=[C:9]([C:19]4[NH:20][CH:21]=[CH:22][N:23]=4)[C:8]=3[CH:24]=2)[CH2:3][CH2:2]1.[C:37](N1C=CN=C1)([N:39]1[CH:43]=[CH:42][N:41]=[CH:40]1)=[S:38].C(OCC)(=O)C, predict the reaction product. The product is: [N:39]1([C:37]([O:32]/[N:31]=[C:29](\[NH2:30])/[CH2:28][CH2:27][CH2:26][N:25]([C:5]2[C:4]([CH:1]3[CH2:3][CH2:2]3)=[CH:24][C:8]3[C:9]([C:19]4[NH:20][CH:21]=[CH:22][N:23]=4)=[C:10]([C:12]4[CH:17]=[CH:16][C:15]([F:18])=[CH:14][CH:13]=4)[O:11][C:7]=3[CH:6]=2)[S:33]([CH3:36])(=[O:35])=[O:34])=[S:38])[CH:43]=[CH:42][N:41]=[CH:40]1. (9) Given the reactants [H-].[Na+].C(OP([CH2:11][C:12]([O:14][CH2:15][CH3:16])=[O:13])(OCC)=O)C.[F:17][C:18]1[CH:23]=[CH:22][C:21]([F:24])=[CH:20][C:19]=1[CH:25]1[CH2:29][CH2:28][CH2:27][N:26]1[C:30]1[CH:35]=[CH:34][N:33]2[N:36]=[CH:37][C:38]([CH:39]=O)=[C:32]2[N:31]=1, predict the reaction product. The product is: [CH2:15]([O:14][C:12](=[O:13])/[CH:11]=[CH:39]/[C:38]1[CH:37]=[N:36][N:33]2[CH:34]=[CH:35][C:30]([N:26]3[CH2:27][CH2:28][CH2:29][CH:25]3[C:19]3[CH:20]=[C:21]([F:24])[CH:22]=[CH:23][C:18]=3[F:17])=[N:31][C:32]=12)[CH3:16].